From a dataset of Human Reference Interactome with 51,813 positive PPI pairs across 8,248 proteins, plus equal number of experimentally-validated negative pairs. Binary Classification. Given two protein amino acid sequences, predict whether they physically interact or not. (1) Protein 1 (ENSG00000104643) has sequence MEFAELIKTPRVDNVVLHRPFYPAVEGTLCLTGHHLILSSRQDNTEELWLLHSNIDAIDKRFVGSLGTIIIKCKDFRIIQLDIPGMEECLNIASSIEALSTLDSITLMYPFFYRPMFEVIEDGWHSFLPEQEFELYSSATSEWRLSYVNKEFAVCPSYPPIVTVPKSIDDEALRKVATFRHGGRFPVLSYYHKKNGMVIMRSGQPLTGTNGRRCKEDEKLINATLRAGKRGYIIDTRSLNVAQQTRAKGGGFEQEAHYPQWRRIHKSIERYHILQESLIKLVEACNDQTHNMDRWLSKLE.... Protein 2 (ENSG00000141127) has sequence MFCVTPPELETKMNITKGGLVLFSANSNSSCMELSKKIAERLGVEMGKVQVYQEPNRETRVQIQESVRGKDVFIIQTVSKDVNTTIMELLIMVYACKTSCAKSIIGVIPYFPYSKQCKMRKRGSIVSKLLASMMCKAGLTHLITMDLHQKEIQGFFNIPVDNLRASPFLLQYIQEEIPDYRNAVIVAKSPASAKRAQSFAERLRLGIAVIHGEAQDAESDLVDGRHSPPMVRSVAAIHPSLEIPMLIPKEKPPITVVGDVGGRIAIIVDDIIDDVDSFLAAAETLKERGAYKIFVMATHG.... Result: 0 (the proteins do not interact). (2) Protein 1 (ENSG00000079462) has sequence MSGEENPASKPTPVQDVQGDGRWMSLHHRFVADSKDKEPEVVFIGDSLVQLMHQCEIWRELFSPLHALNFGIGGDGTQHVLWRLENGELEHIRPKIVVVWVGTNNHGHTAEQVTGGIKAIVQLVNERQPQARVVVLGLLPRGQHPNPLREKNRQVNELVRAALAGHPRAHFLDADPGFVHSDGTISHHDMYDYLHLSRLGYTPVCRALHSLLLRLLAQDQGQGAPLLEPAP*MSGEENPASKPTPVQDVQGDGRWMSLHHRFVADSKDKEPEVVFIGDSLVQLMHQCEIWRELFSPLHAL.... Protein 2 (ENSG00000196748) has sequence MAAALALVAGVLSGAVLPLWSALPQYKKKITDRCFHHSECYSGCCLMDLDSGGAFCAPRARITMICLPQWLELFKGRDRIIFIYEAPTPSLVSAHNQGSYQHHLPLPDGLDVHIQGLDVFPPVPYDLEEDAGWSLLPWGHRPWLPPTCSKSSS*MAAALALVAGVLSGAVLPLWSALPQYKKKITDRCFHHSECYSGCCLMDLDSGGAFCAPRARITMICLPQTKGATNIICPCRMGLTCISKDLMCSRRCHMI*. Result: 0 (the proteins do not interact). (3) Protein 1 (ENSG00000198040) has sequence MTMLQESFSFDDLSVDFTQKEWQLLDPSQKNLYKDVMLENYSSLVSLGYEVMKPDVIFKLEQGEEPWVGDGEIPSSDSPEVWKVDGNMMWHQDNQDKLKIIKRGHECDAFGKNFNLNMNFVPLRKSNSEGDLDGLILKHHLDLLIPKGDYGKAESDDFNVFDNFFLHSKPEDTDTWLKYYDCDKYKESYKKSQIIIYHRNRLGEKLYECSECRKRFSKKPSLIKHQSRHIRDIAFGCGNCGKTFPQKSQFITHHRTHTGEKPYNCSQCGKAFSQKSQLTSHQRTHTGEKPYECGECGKAF.... Protein 2 (ENSG00000133083) has sequence MSFGRDMELEHFDERDKAQRYSRGSRVNGLPSPTHSAHCSFYRTRTLQTLSSEKKAKKVRFYRNGDRYFKGIVYAISPDRFRSFEALLADLTRTLSDNVNLPQGVRTIYTIDGLKKISSLDQLVEGESYVCGSIEPFKKLEYTKNVNPNWSVNVKTTSASRAVSSLATAKGSPSEVRENKDFIRPKLVTIIRSGVKPRKAVRILLNKKTAHSFEQVLTDITDAIKLDSGVVKRLYTLDGKQVMCLQDFFGDDDIFIACGPEKFRYQDDFLLDESECRVVKSTSYTKIASSSRRSTTKSPG.... Result: 0 (the proteins do not interact). (4) Protein 1 (ENSG00000118513) has sequence MARRPRHSIYSSDEDDEDFEMCDHDYDGLLPKSGKRHLGKTRWTREEDEKLKKLVEQNGTDDWKVIANYLPNRTDVQCQHRWQKVLNPELIKGPWTKEEDQRVIELVQKYGPKRWSVIAKHLKGRIGKQCRERWHNHLNPEVKKTSWTEEEDRIIYQAHKRLGNRWAEIAKLLPGRTDNAIKNHWNSTMRRKVEQEGYLQESSKASQPAVATSFQKNSHLMGFAQAPPTAQLPATGQPTVNNDYSYYHISEAQNVSSHVPYPVALHVNIVNVPQPAAAAIQRHYNDEDPEKEKRIKELEL.... Protein 2 (ENSG00000183160) has sequence MVSAAAPSLLILLLLLLGSVPATDARSVPLKATFLEDVAGSGEAEGSSASSPSLPPPWTPALSPTSMGPQPITLGGPSPPTNFLDGIVDFFRQYVMLIAVVGSLAFLLMFIVCAAVITRQKQKASAYYPSSFPKKKYVDQSDRAGGPRAFSEVPDRAPDSRPEEALDSSRQLQADILAATQNLKSPTRAALGGGDGARMVEGRGAEEEEKGSQEGDQEVQGHGVPVETPEAQEEPCSGVLEGAVVAGEGQGELEGSLLLAQEAQGPVGPPESPCACSSVHPSV*MVSAAAPSLLILLLLL.... Result: 0 (the proteins do not interact). (5) Protein 1 (ENSG00000179163) has sequence MRAPGMRSRPAGPALLLLLLFLGAAESVRRAQPPRRYTPDWPSLDSRPLPAWFDEAKFGVFIHWGVFSVPAWGSEWFWWHWQGEGRPQYQRFMRDNYPPGFSYADFGPQFTARFFHPEEWADLFQAAGAKYVVLTTKHHEGFTNWPSPVSWNWNSKDVGPHRDLVGELGTALRKRNIRYGLYHSLLEWFHPLYLLDKKNGFKTQHFVSAKTMPELYDLVNSYKPDLIWSDGEWECPDTYWNSTNFLSWLYNDSPVKDEVVVNDRWGQNCSCHHGGYYNCEDKFKPQSLPDHKWEMCTSID.... Protein 2 (ENSG00000123159) has sequence MPLGLGRRKKAPPLVENEEAEPGRGGLGVGEPGPLGGGGSGGPQMGLPPPPPALRPRLVFHTQLAHGSPTGRIEGFTNVKELYGKIAEAFRLPTAEVMFCTLNTHKVDMDKLLGGQIGLEDFIFAHVKGQRKEVEVFKSEDALGLTITDNGAGYAFIKRIKEGSVIDHIHLISVGDMIEAINGQSLLGCRHYEVARLLKELPRGRTFTLKLTEPRKAFDMISQRSAGGRPGSGPQLGTGRGTLRLRSRGPATVEDLPSAFEEKAIEKVDDLLESYMGIRDTELAATMVELGKDKRNPDEL.... Result: 0 (the proteins do not interact). (6) Protein 1 (ENSG00000173110) has sequence MQAPRELAVGIDLGTTYSCVGVFQQGRVEILANDQGNRTTPSYVAFTDTERLVGDAAKSQAALNPHNTVFDAKRLIGRKFADTTVQSDMKHWPFRVVSEGGKPKVRVCYRGEDKTFYPEEISSMVLSKMKETAEAYLGQPVKHAVITVPAYFNDSQRQATKDAGAIAGLNVLRIINEPTAAAIAYGLDRRGAGERNVLIFDLGGGTFDVSVLSIDAGVFEVKATAGDTHLGGEDFDNRLVNHFMEEFRRKHGKDLSGNKRALRRLRTACERAKRTLSSSTQATLEIDSLFEGVDFYTSIT.... Protein 2 (ENSG00000213424) has sequence MELSQLLNEIRANYEKILTRNQIETVLSTRIQLEEDISKKMDKDEEALKAAQAELKEARRQWHHLQVEIESLHAVERGLENSLHASEQHYQMQLQDLETVIEGLEKELQEVRRGIEKQLQEHEMLLNTKMRLEQEIATYRHLLEKEEIRYYGCIQGGKKDKKPTTSRVGFVLPSAIINEISFTTKVPQKYENENVETVTKQAILNGSIVKESTEAHGTIQTEKVDEVIKEWEGSFFKDNPRLRKKSVSLRFDLHLAATDEGCLETKQDNLPDIEVRLIMRRSCSIPSIKPPSTAN*MELS.... Result: 1 (the proteins interact). (7) Protein 1 (ENSG00000066427) has sequence MESIFHEKQPSGNMDDSGFFSIQVISNALKVWGLELILFNSPEYQRLRIDPINERSFICNYKEHWFTVRKLGKQWFNLNSLLTGPELISDTYLALFLAQLQQEGYSIFVVKGDLPDCEADQLLQMIRVQQMHRPKLIGEELAQLKEQRVHKTDLERVLEANDGSGMLDEDEEDLQRALALSRQEIDMEDEEADLRRAIQLSMQGSSRNISQDMTQTSGTNLTSEELRKRREAYFEKQQQKQQQQQQQQQQGDLSGQSSHPCERPATSSGALGSDLGDAMSEEDMLQAAVTMSLETVRNDL.... Protein 2 (ENSG00000179262) has sequence MAVTITLKTLQQQTFKIRMEPDETVKVLKEKIEAEKGRDAFPVAGQKLIYAGKILSDDVPIRDYRIDEKNFVVVMVTKTKAGQGTSAPPEASPTAAPESSTSFPPAPTSGMSHPPPAAREDKSPSEESAPTTSPESVSGSVPSSGSSGREEDAASTLVTGSEYETMLTEIMSMGYERERVVAALRASYNNPHRAVEYLLTGIPGSPEPEHGSVQESQVSEQPATEAGENPLEFLRDQPQFQNMRQVIQQNPALLPALLQQLGQENPQLLQQISRHQEQFIQMLNEPPGELADISDVEGEV.... Result: 1 (the proteins interact). (8) Protein 1 (ENSG00000172757) has sequence MASGVAVSDGVIKVFNDMKVRKSSTPEEVKKRKKAVLFCLSEDKKNIILEEGKEILVGDVGQTVDDPYATFVKMLPDKDCRYALYDATYETKESKKEDLVFIFWAPESAPLKSKMIYASSKDAIKKKLTGIKHELQANCYEEVKDRCTLAEKLGGSAVISLEGKPL*MKVRKSSTPEEVKKRKKAVLFCLSEDKKNIILEEGKEILVGDVGQTVDDPYATFVKMLPDKDCRYALYDATYETKESKKEDLVFIFWAPESAPLKSKMIYASSKDAIKKKLTGIKHELQANCYEEVKDRCTLA.... Protein 2 (ENSG00000171954) has sequence MLPITDRLLHLLGLEKTAFRIYAVSTLLLFLLFFLFRLLLRFLRLCRSFYITCRRLRCFPQPPRRNWLLGHLGMYLPNEAGLQDEKKVLDNMHHVLLVWMGPVLPLLVLVHPDYIKPLLGASAAIAPKDDLFYGFLKPWLGDGLLLSKGDKWSRHRRLLTPAFHFDILKPYMKIFNQSADIMHAKWRHLAEGSAVSLDMFEHISLMTLDSLQKCVFSYNSNCQEKMSDYISAIIELSALSVRRQYRLHHYLDFIYYRSADGRRFRQACDMVHHFTTEVIQERRRALRQQGAEAWLKAKQG.... Result: 0 (the proteins do not interact). (9) Protein 1 (ENSG00000157110) has sequence MNNGGKAEKENTPSEANLQEEEVRTLFVSGLPLDIKPRELYLLFRPFKGYEGSLIKLTSKQPVGFVSFDSRSEAEAAKNALNGIRFDPEIPQTLRLEFAKANTKMAKNKLVGTPNPSTPLPNTVPQFIAREPYELTVPALYPSSPEVWAPYPLYPAELAPALPPPAFTYPASLHAQLCEGQTVRRSHPLSAPSPDSASLAWFPV*MNNGGKAEKENTPSEANLQEEEVRTLFVSGLPLDIKPRELYLLFRPFKGYEGSLIKLTSKQPVGFVSFDSRSEAEAAKNALNGIRFDPEIPQTLR.... Protein 2 (ENSG00000253831) has sequence MHCSCLAEGIPANPGNWISGLAFPDWAYKAESSPGSRQIQLWHFILELLQKEEFRHVIAWQQGEYGEFVIKDPDEVARLWGRRKCKPQMNYDKLSRALRYYYNKRILHKTKGKRFTYKFNFSKLIVVNYPLWEVRAPPSPHLLLGAPALCRPALVPVGVQSELLHSMLFAHQAMVEQLTGQQTPRGPPETSGDKKGSSSSVYRLGSAPGPCRLGLCCHLGSVQGELPGVASFTPPLPPPLPSNWTCLSGPFLPPLPSEQQLPGAFKPDILLPGPRSLPGAWHFPGLPLLAGLGQGAGERL.... Result: 0 (the proteins do not interact).